This data is from Forward reaction prediction with 1.9M reactions from USPTO patents (1976-2016). The task is: Predict the product of the given reaction. (1) Given the reactants CN(C)C[CH2:4][O:5][C:6]1[N:11]=[C:10]([NH:12][C:13]2[CH:14]=[C:15]3[C:20](=[CH:21][CH:22]=2)[N:19]=[C:18]([CH3:23])[CH:17]=[C:16]3[NH2:24])[N:9]=[C:8]([S:25][CH3:26])[N:7]=1.OC1[CH2:34][CH2:33][N:32]([CH3:35])[CH2:31][CH2:30]1, predict the reaction product. The product is: [CH3:35][N:32]1[CH2:33][CH2:34][CH:4]([O:5][C:6]2[N:11]=[C:10]([NH:12][C:13]3[CH:14]=[C:15]4[C:20](=[CH:21][CH:22]=3)[N:19]=[C:18]([CH3:23])[CH:17]=[C:16]4[NH2:24])[N:9]=[C:8]([S:25][CH3:26])[N:7]=2)[CH2:30][CH2:31]1. (2) Given the reactants [C:1]1([CH:7]2[NH:12][CH2:11][CH2:10][N:9]([CH2:13][C:14]3[CH:19]=[CH:18][C:17]([C:20]4[CH:25]=[CH:24][CH:23]=[CH:22][C:21]=4[Cl:26])=[CH:16][CH:15]=3)[CH2:8]2)[CH:6]=[CH:5][CH:4]=[CH:3][CH:2]=1.C(O[BH-](O[C:37](=O)[CH3:38])OC(=O)C)(=O)C.[Na+].[C:41](O)(=O)C, predict the reaction product. The product is: [CH:37]([N:12]1[CH2:11][CH2:10][N:9]([CH2:13][C:14]2[CH:19]=[CH:18][C:17]([C:20]3[CH:25]=[CH:24][CH:23]=[CH:22][C:21]=3[Cl:26])=[CH:16][CH:15]=2)[CH2:8][CH:7]1[C:1]1[CH:2]=[CH:3][CH:4]=[CH:5][CH:6]=1)([CH3:38])[CH3:41]. (3) The product is: [CH2:5]([O:1][C:2]([C:6]1[N:14]=[C:13]2[C:9]([N:10]=[CH:11][N:12]2[CH2:15][C:16]2[CH:21]=[CH:20][C:19]([O:22][CH3:23])=[CH:18][CH:17]=2)=[C:8]([C:24]2[O:26][CH:27]=[CH:28][CH:25]=2)[N:7]=1)=[CH2:3])[CH3:4]. Given the reactants [O:1]1[CH:5]=[CH:4][CH:3]=[C:2]1[C:6]1[N:14]=[C:13]2[C:9]([N:10]=[CH:11][N:12]2[CH2:15][C:16]2[CH:21]=[CH:20][C:19]([O:22][CH3:23])=[CH:18][CH:17]=2)=[CH:8][N:7]=1.[CH2:24]([O:26][CH:27]=[CH:28][Sn](CCCC)(CCCC)CCCC)[CH3:25], predict the reaction product. (4) Given the reactants [CH3:1][N:2]([CH3:23])[S:3]([CH2:6][CH2:7][C:8]1[CH:13]=[CH:12][C:11]([NH2:14])=[C:10]([C:15]2[CH2:20][CH2:19][C:18]([CH3:22])([CH3:21])[CH2:17][CH:16]=2)[CH:9]=1)(=[O:5])=[O:4].C1CN([P+](Br)(N2CCCC2)N2CCCC2)CC1.F[P-](F)(F)(F)(F)F.[K+].[C:49]([C:51]1[N:52]=[C:53]([C:64]([O-])=[O:65])[N:54]([CH2:56][O:57][CH2:58][CH2:59][Si:60]([CH3:63])([CH3:62])[CH3:61])[CH:55]=1)#[N:50].CCN(C(C)C)C(C)C, predict the reaction product. The product is: [CH3:22][C:18]1([CH3:21])[CH2:19][CH2:20][C:15]([C:10]2[CH:9]=[C:8]([CH2:7][CH2:6][S:3](=[O:4])(=[O:5])[N:2]([CH3:1])[CH3:23])[CH:13]=[CH:12][C:11]=2[NH:14][C:64]([C:53]2[N:54]([CH2:56][O:57][CH2:58][CH2:59][Si:60]([CH3:63])([CH3:62])[CH3:61])[CH:55]=[C:51]([C:49]#[N:50])[N:52]=2)=[O:65])=[CH:16][CH2:17]1. (5) Given the reactants N[C:2]1[CH:7]=[CH:6][C:5]([CH:8]([CH3:13])[C:9]([O:11][CH3:12])=[O:10])=[C:4]([F:14])[CH:3]=1.C(OC([S-])=[S:19])C.[K+], predict the reaction product. The product is: [F:14][C:4]1[CH:3]=[C:2]([SH:19])[CH:7]=[CH:6][C:5]=1[CH:8]([CH3:13])[C:9]([O:11][CH3:12])=[O:10]. (6) Given the reactants [Si]([O:8][CH2:9][CH:10]([C:12]1[CH:13]=[C:14]([CH:37]=[CH:38][CH:39]=1)[CH2:15][N:16]1[CH2:36][CH2:35][C:19]2([O:24][CH2:23][CH2:22][N:21]([C:25]([C:27]3[N:28]=[C:29]([CH:32]([CH3:34])[CH3:33])[S:30][CH:31]=3)=[O:26])[CH2:20]2)[CH2:18][CH2:17]1)[F:11])(C(C)(C)C)(C)C.[F-].C([N+](CCCC)(CCCC)CCCC)CCC, predict the reaction product. The product is: [F:11][CH:10]([C:12]1[CH:13]=[C:14]([CH:37]=[CH:38][CH:39]=1)[CH2:15][N:16]1[CH2:36][CH2:35][C:19]2([O:24][CH2:23][CH2:22][N:21]([C:25]([C:27]3[N:28]=[C:29]([CH:32]([CH3:33])[CH3:34])[S:30][CH:31]=3)=[O:26])[CH2:20]2)[CH2:18][CH2:17]1)[CH2:9][OH:8]. (7) The product is: [CH2:9]([N:13]1[CH:17]=[C:16]([C:2]2[CH:8]=[CH:7][C:5]([NH2:6])=[CH:4][CH:3]=2)[CH:15]=[N:14]1)[CH:10]([CH3:12])[CH3:11]. Given the reactants Br[C:2]1[CH:8]=[CH:7][C:5]([NH2:6])=[CH:4][CH:3]=1.[CH2:9]([N:13]1[CH:17]=[C:16](B2OC(C)(C)C(C)(C)O2)[CH:15]=[N:14]1)[CH:10]([CH3:12])[CH3:11].ClCCl.C(=O)([O-])[O-].[Na+].[Na+], predict the reaction product. (8) Given the reactants [CH2:1]([N:3]1[C:8]2[CH:9]=[C:10]([C:14]3[CH:15]=[C:16]([CH:19]=[CH:20][C:21]=3[O:22][CH2:23][C:24]([F:27])([F:26])[F:25])C=O)[C:11]([CH3:13])=[CH:12][C:7]=2[O:6][C:5]([CH3:29])([CH3:28])[C:4]1=[O:30])[CH3:2].[C:31]([O:35][C:36](=[O:66])[CH:37]=[CH:38]C1C=CC(OC(F)(F)F)=C(C2C(C)=CC3OC(C)(C)C(=O)N(CC)C=3C=2)C=1)([CH3:34])([CH3:33])[CH3:32], predict the reaction product. The product is: [C:31]([O:35][C:36](=[O:66])[CH:37]=[CH:38][C:16]1[CH:19]=[CH:20][C:21]([O:22][CH2:23][C:24]([F:25])([F:27])[F:26])=[C:14]([C:10]2[C:11]([CH3:13])=[CH:12][C:7]3[O:6][C:5]([CH3:28])([CH3:29])[C:4](=[O:30])[N:3]([CH2:1][CH3:2])[C:8]=3[CH:9]=2)[CH:15]=1)([CH3:34])([CH3:33])[CH3:32]. (9) Given the reactants I[C:2]1[C:10]2[C:5](=[N:6][CH:7]=[C:8]([C:11]3[CH:16]=[CH:15][C:14]([N:17]4[CH2:22][CH2:21][N:20]([C:23]([O:25][C:26]([CH3:29])([CH3:28])[CH3:27])=[O:24])[CH2:19][CH2:18]4)=[CH:13][CH:12]=3)[CH:9]=2)[N:4]([S:30]([C:33]2[CH:39]=[CH:38][C:36]([CH3:37])=[CH:35][CH:34]=2)(=[O:32])=[O:31])[CH:3]=1.[CH3:40][C:41]1[C:45](B2OC(C)(C)C(C)(C)O2)=[C:44]([CH3:55])[N:43]([CH2:56][C:57]2[CH:62]=[CH:61][CH:60]=[C:59]([O:63][C:64]([F:67])([F:66])[F:65])[CH:58]=2)[N:42]=1.C(=O)([O-])[O-].[Na+].[Na+], predict the reaction product. The product is: [CH3:40][C:41]1[C:45]([C:2]2[C:10]3[C:5](=[N:6][CH:7]=[C:8]([C:11]4[CH:16]=[CH:15][C:14]([N:17]5[CH2:22][CH2:21][N:20]([C:23]([O:25][C:26]([CH3:29])([CH3:28])[CH3:27])=[O:24])[CH2:19][CH2:18]5)=[CH:13][CH:12]=4)[CH:9]=3)[N:4]([S:30]([C:33]3[CH:39]=[CH:38][C:36]([CH3:37])=[CH:35][CH:34]=3)(=[O:32])=[O:31])[CH:3]=2)=[C:44]([CH3:55])[N:43]([CH2:56][C:57]2[CH:62]=[CH:61][CH:60]=[C:59]([O:63][C:64]([F:66])([F:67])[F:65])[CH:58]=2)[N:42]=1. (10) Given the reactants [N:1]1([CH2:10][CH2:11][OH:12])[C:5]2[CH:6]=[CH:7][CH:8]=[CH:9][C:4]=2[N:3]=[CH:2]1.[CH3:13][O:14][CH2:15][C:16](OC)=[O:17].C[O-].[Na+], predict the reaction product. The product is: [CH3:13][O:14][CH2:15][C:16]([O:12][CH2:11][CH2:10][N:1]1[C:5]2[CH:6]=[CH:7][CH:8]=[CH:9][C:4]=2[N:3]=[CH:2]1)=[O:17].